From a dataset of Reaction yield outcomes from USPTO patents with 853,638 reactions. Predict the reaction yield, written as a fraction of the theoretical maximum amount of product (1.0 means a 100% yield; for example, 0.34 means a 34% yield). (1) The reactants are [Cl:1][C:2]1[CH:26]=[CH:25][C:5]([C:6]([N:8]2[C:16]3[C:11](=[CH:12][C:13]([O:17][CH3:18])=[CH:14][CH:15]=3)[C:10]([CH3:19])=[C:9]2[CH2:20][CH2:21][C:22](O)=[O:23])=[O:7])=[CH:4][CH:3]=1.[CH3:27][S:28]([NH2:31])(=[O:30])=[O:29].[N+](=C1CCCCC2C1CCCC=2)=[N-].CC(O)=O. The catalyst is C(Cl)Cl. The product is [Cl:1][C:2]1[CH:26]=[CH:25][C:5]([C:6]([N:8]2[C:16]3[C:11](=[CH:12][C:13]([O:17][CH3:18])=[CH:14][CH:15]=3)[C:10]([CH3:19])=[C:9]2[CH2:20][CH2:21][C:22]([NH:31][S:28]([CH3:27])(=[O:30])=[O:29])=[O:23])=[O:7])=[CH:4][CH:3]=1. The yield is 0.660. (2) The reactants are [S:1]1[C:5]2[CH:6]=[CH:7][CH:8]=[CH:9][C:4]=2[C:3]([CH:10]([OH:15])[C:11]([O:13][CH3:14])=[O:12])=[CH:2]1.[C:16](Br)([CH3:19])([CH3:18])[CH3:17]. The catalyst is C1CCCCC1.ClCCl.[Ag-]=O. The product is [S:1]1[C:5]2[CH:6]=[CH:7][CH:8]=[CH:9][C:4]=2[C:3]([CH:10]([O:15][C:16]([CH3:19])([CH3:18])[CH3:17])[C:11]([O:13][CH3:14])=[O:12])=[CH:2]1. The yield is 0.100.